Dataset: Catalyst prediction with 721,799 reactions and 888 catalyst types from USPTO. Task: Predict which catalyst facilitates the given reaction. Reactant: C1(P(C2C=CC=CC=2)C2C=CC3C(=CC=CC=3)C=2C2C3C(=CC=CC=3)C=CC=2P(C2C=CC=CC=2)C2C=CC=CC=2)C=CC=CC=1.C(=O)([O-])[O-].[Cs+].[Cs+].[C:53]1([S:59]([C:62]2[CH:63]=[C:64](Br)[CH:65]=[CH:66][CH:67]=2)(=[O:61])=[O:60])[CH:58]=[CH:57][CH:56]=[CH:55][CH:54]=1.[C:69]([O:73][C:74]([N:76]1[CH2:81][CH2:80][NH:79][CH2:78][CH2:77]1)=[O:75])([CH3:72])([CH3:71])[CH3:70]. Product: [C:53]1([S:59]([C:62]2[CH:63]=[C:64]([N:79]3[CH2:78][CH2:77][N:76]([C:74]([O:73][C:69]([CH3:72])([CH3:71])[CH3:70])=[O:75])[CH2:81][CH2:80]3)[CH:65]=[CH:66][CH:67]=2)(=[O:61])=[O:60])[CH:58]=[CH:57][CH:56]=[CH:55][CH:54]=1. The catalyst class is: 12.